This data is from Reaction yield outcomes from USPTO patents with 853,638 reactions. The task is: Predict the reaction yield, written as a fraction of the theoretical maximum amount of product (1.0 means a 100% yield; for example, 0.34 means a 34% yield). (1) The reactants are [F:1][C:2]1[CH:3]=[C:4]([CH2:17][C:18]([NH2:20])=[O:19])[CH:5]=[CH:6][C:7]=1B1OC(C)(C)C(C)(C)O1.[CH2:21]([O:28][C:29]1[CH:34]=[C:33]([O:35][CH2:36][CH3:37])[C:32](I)=[CH:31][N:30]=1)[C:22]1[CH:27]=[CH:26][CH:25]=[CH:24][CH:23]=1.C([O-])([O-])=O.[Cs+].[Cs+]. The product is [CH2:21]([O:28][C:29]1[N:30]=[CH:31][C:32]([C:7]2[CH:6]=[CH:5][C:4]([CH2:17][C:18]([NH2:20])=[O:19])=[CH:3][C:2]=2[F:1])=[C:33]([O:35][CH2:36][CH3:37])[CH:34]=1)[C:22]1[CH:23]=[CH:24][CH:25]=[CH:26][CH:27]=1. The yield is 0.148. The catalyst is O1CCOCC1.O.C1C=CC(P(C2C=CC=CC=2)[C-]2C=CC=C2)=CC=1.C1C=CC(P(C2C=CC=CC=2)[C-]2C=CC=C2)=CC=1.Cl[Pd]Cl.[Fe+2]. (2) The reactants are [N+:1]([CH2:4][C:5]([O:7]CC)=O)([O-:3])=[O:2].[CH3:10][C:11](=O)[CH2:12][C:13](=O)[CH3:14].[N:17]1C=CC=CC=1.C(O)(=O)C. The catalyst is [OH-].[NH4+]. The product is [CH3:10][C:11]1[CH:12]=[C:13]([CH3:14])[NH:17][C:5](=[O:7])[C:4]=1[N+:1]([O-:3])=[O:2]. The yield is 0.350. (3) The reactants are [N+:1]([C:4]1[CH:9]=[CH:8][C:7]([C:10]2[CH:14]=[C:13]([C:15]([O:17]CC)=[O:16])[O:12][N:11]=2)=[CH:6][CH:5]=1)([O-:3])=[O:2].[OH-].[Na+].Cl. The product is [N+:1]([C:4]1[CH:5]=[CH:6][C:7]([C:10]2[CH:14]=[C:13]([C:15]([OH:17])=[O:16])[O:12][N:11]=2)=[CH:8][CH:9]=1)([O-:3])=[O:2]. The catalyst is C1COCC1. The yield is 0.810. (4) The catalyst is C1COCC1. The yield is 0.512. The reactants are [NH2:1][C:2]1([CH2:18][OH:19])[C:15]2[C:10](=[N:11][CH:12]=[C:13]([Br:16])[CH:14]=2)[O:9][C:8]2[C:3]1=[CH:4][C:5]([I:17])=[CH:6][CH:7]=2.Br[CH2:21][C:22]#[N:23].CC(C)([O-])C.[Li+]. The product is [NH2:1][C:2]1([CH2:18][O:19][CH2:21][C:22]#[N:23])[C:15]2[C:10](=[N:11][CH:12]=[C:13]([Br:16])[CH:14]=2)[O:9][C:8]2[C:3]1=[CH:4][C:5]([I:17])=[CH:6][CH:7]=2. (5) The reactants are [NH:1]1[CH2:6][CH2:5][CH2:4][C@@H:3]([N:7]2[CH:11]=[C:10]([O:12][C:13]3[N:14]=[C:15]([OH:23])[C:16]4[CH:22]=[CH:21][N:20]=[CH:19][C:17]=4[N:18]=3)[CH:9]=[N:8]2)[CH2:2]1.Br[CH2:25][C:26]1[CH:31]=[CH:30][CH:29]=[CH:28][CH:27]=1. No catalyst specified. The product is [CH2:25]([N:1]1[CH2:6][CH2:5][CH2:4][C@@H:3]([N:7]2[CH:11]=[C:10]([O:12][C:13]3[N:14]=[C:15]([OH:23])[C:16]4[CH:22]=[CH:21][N:20]=[CH:19][C:17]=4[N:18]=3)[CH:9]=[N:8]2)[CH2:2]1)[C:26]1[CH:31]=[CH:30][CH:29]=[CH:28][CH:27]=1. The yield is 0.420.